Dataset: Full USPTO retrosynthesis dataset with 1.9M reactions from patents (1976-2016). Task: Predict the reactants needed to synthesize the given product. (1) Given the product [CH2:34]([N:14]([CH2:12][CH3:13])[C:15]1[CH:24]=[C:23]2[C:18]([C:19]([C:26]3[CH:31]=[CH:30][C:29]([O:32][CH3:33])=[CH:28][CH:27]=3)=[C:20]([CH:36]=[O:37])[C:21](=[O:25])[O:22]2)=[CH:17][CH:16]=1)[CH3:35], predict the reactants needed to synthesize it. The reactants are: O=P(Cl)(Cl)Cl.C[N+](C)=CCl.[Cl-].[CH2:12]([N:14]([CH2:34][CH3:35])[C:15]1[CH:24]=[C:23]2[C:18]([C:19]([C:26]3[CH:31]=[CH:30][C:29]([O:32][CH3:33])=[CH:28][CH:27]=3)=[CH:20][C:21](=[O:25])[O:22]2)=[CH:17][CH:16]=1)[CH3:13].[C:36]([O-])(O)=[O:37].[Na+]. (2) Given the product [F:34][C:2]([F:1])([F:33])[C:3]1[CH:4]=[C:5]([C@H:13]([O:15][C@H:16]2[O:24][CH2:23][C@@H:19]3[CH2:20][N:21]([C:50]([N:44]4[CH2:49][CH2:48][O:47][CH2:46][CH2:45]4)=[O:51])[CH2:22][C@H:18]3[C@@H:17]2[C:25]2[CH:30]=[CH:29][C:28]([F:31])=[CH:27][C:26]=2[CH3:32])[CH3:14])[CH:6]=[C:7]([C:9]([F:12])([F:10])[F:11])[CH:8]=1, predict the reactants needed to synthesize it. The reactants are: [F:1][C:2]([F:34])([F:33])[C:3]1[CH:4]=[C:5]([C@H:13]([O:15][C@H:16]2[O:24][CH2:23][C@@H:19]3[CH2:20][NH:21][CH2:22][C@H:18]3[C@@H:17]2[C:25]2[CH:30]=[CH:29][C:28]([F:31])=[CH:27][C:26]=2[CH3:32])[CH3:14])[CH:6]=[C:7]([C:9]([F:12])([F:11])[F:10])[CH:8]=1.C(N(C(C)C)CC)(C)C.[N:44]1([C:50](Cl)=[O:51])[CH2:49][CH2:48][O:47][CH2:46][CH2:45]1. (3) Given the product [CH:32]1([CH2:31][O:30][C:21]2[CH:20]=[CH:25][C:24]([S:26]([CH3:29])(=[O:28])=[O:27])=[CH:23][C:22]=2[C:6]2[CH:7]=[C:2]([F:1])[C:3](=[O:18])[N:4]([CH3:17])[CH:5]=2)[CH2:33][CH2:34]1, predict the reactants needed to synthesize it. The reactants are: [F:1][C:2]1[C:3](=[O:18])[N:4]([CH3:17])[CH:5]=[C:6](B2OC(C)(C)C(C)(C)O2)[CH:7]=1.Br[C:20]1[CH:25]=[C:24]([S:26]([CH3:29])(=[O:28])=[O:27])[CH:23]=[CH:22][C:21]=1[O:30][CH2:31][CH:32]1[CH2:34][CH2:33]1. (4) Given the product [CH:1]1([CH2:4][CH2:5][NH:6][C:12]([N:24]2[CH2:23][C@H:22]([C:26]3[N:30]4[C:31]5[CH:37]=[CH:36][N:35]([S:38]([C:41]6[CH:42]=[CH:43][C:44]([CH3:45])=[CH:46][CH:47]=6)(=[O:40])=[O:39])[C:32]=5[N:33]=[CH:34][C:29]4=[N:28][N:27]=3)[C@H:21]([CH2:19][CH3:20])[CH2:25]2)=[O:13])[CH2:3][CH2:2]1, predict the reactants needed to synthesize it. The reactants are: [CH:1]1([CH2:4][CH2:5][NH2:6])[CH2:3][CH2:2]1.C1N=CN([C:12](N2C=NC=C2)=[O:13])C=1.[CH2:19]([C@H:21]1[CH2:25][NH:24][CH2:23][C@H:22]1[C:26]1[N:30]2[C:31]3[CH:37]=[CH:36][N:35]([S:38]([C:41]4[CH:47]=[CH:46][C:44]([CH3:45])=[CH:43][CH:42]=4)(=[O:40])=[O:39])[C:32]=3[N:33]=[CH:34][C:29]2=[N:28][N:27]=1)[CH3:20]. (5) Given the product [N:16]1([CH2:2][CH2:3][O:4][C:5]2[CH:6]=[C:7]([CH:13]=[CH:14][CH:15]=2)[C:8]([O:10][CH2:11][CH3:12])=[O:9])[CH2:21][CH2:20][O:19][CH2:18][CH2:17]1, predict the reactants needed to synthesize it. The reactants are: Br[CH2:2][CH2:3][O:4][C:5]1[CH:6]=[C:7]([CH:13]=[CH:14][CH:15]=1)[C:8]([O:10][CH2:11][CH3:12])=[O:9].[NH:16]1[CH2:21][CH2:20][O:19][CH2:18][CH2:17]1.C([O-])([O-])=O.[K+].[K+]. (6) Given the product [ClH:1].[C@@H:10]12[CH2:11][C@@H:12]1[CH2:13][C@@H:14]([C:15]1[NH:16][CH:17]=[C:18]([C:20]#[C:21][C:22]3[CH:23]=[C:24]4[C:29](=[CH:30][CH:31]=3)[CH:28]=[C:27]([C:32]3[NH:33][C:34]([C@@H:37]5[CH2:42][C@@H:41]6[C@@H:39]([CH2:40]6)[NH:38]5)=[N:35][CH:36]=3)[CH:26]=[CH:25]4)[N:19]=1)[NH:9]2, predict the reactants needed to synthesize it. The reactants are: [ClH:1].C(OC([N:9]1[C@H:14]([C:15]2[NH:16][CH:17]=[C:18]([C:20]#[C:21][C:22]3[CH:23]=[C:24]4[C:29](=[CH:30][CH:31]=3)[CH:28]=[C:27]([C:32]3[N:33]=[C:34]([C@@H:37]5[CH2:42][C@@H:41]6[C@@H:39]([CH2:40]6)[N:38]5C(OCCCC)=O)[NH:35][CH:36]=3)[CH:26]=[CH:25]4)[N:19]=2)[CH2:13][C@@H:12]2[C@H:10]1[CH2:11]2)=O)(C)(C)C.